This data is from Full USPTO retrosynthesis dataset with 1.9M reactions from patents (1976-2016). The task is: Predict the reactants needed to synthesize the given product. Given the product [NH2:20][C:12]1[O:13][C@H:14]([C:16]([F:19])([F:18])[F:17])[CH2:15][C@:10]([C:3]2[C:2]([F:1])=[CH:7][C:6]([CH3:8])=[C:5]([C:26]3[CH:27]=[CH:28][CH:29]=[C:24]([C:22]#[N:23])[C:25]=3[F:33])[CH:4]=2)([CH3:21])[N:11]=1, predict the reactants needed to synthesize it. The reactants are: [F:1][C:2]1[CH:7]=[C:6]([CH3:8])[C:5](I)=[CH:4][C:3]=1[C@:10]1([CH3:21])[CH2:15][C@@H:14]([C:16]([F:19])([F:18])[F:17])[O:13][C:12]([NH2:20])=[N:11]1.[C:22]([C:24]1[C:25]([F:33])=[C:26](B(O)O)[CH:27]=[CH:28][CH:29]=1)#[N:23].